The task is: Predict the product of the given reaction.. This data is from Forward reaction prediction with 1.9M reactions from USPTO patents (1976-2016). (1) The product is: [Cl:1][C:2]1[CH:3]=[C:4]2[C:8](=[CH:9][CH:10]=1)[NH:7][CH:6]=[C:5]2[CH2:11][CH2:12][NH:13][C:14](=[O:23])[C:15]1[CH:20]=[CH:19][C:18]([CH2:21][C:27]2[CH:28]=[CH:29][CH:30]=[CH:31][C:26]=2[C:24]#[N:25])=[CH:17][CH:16]=1. Given the reactants [Cl:1][C:2]1[CH:3]=[C:4]2[C:8](=[CH:9][CH:10]=1)[NH:7][CH:6]=[C:5]2[CH2:11][CH2:12][NH:13][C:14](=[O:23])[C:15]1[CH:20]=[CH:19][C:18]([CH2:21]Cl)=[CH:17][CH:16]=1.[C:24]([C:26]1[CH:31]=[CH:30][CH:29]=[CH:28][C:27]=1B(O)O)#[N:25].C(=O)([O-])[O-].[Na+].[Na+].[I-].[Na+], predict the reaction product. (2) Given the reactants O/[CH:2]=[C:3]1\[C:4](=[O:13])[NH:5][C:6]2[C:11]\1=[C:10](C)[CH:9]=[CH:8][CH:7]=2.O/C=C1\C(=O)NC2C\1=CC=CC=2.[CH3:26][N:27]([CH3:45])[CH2:28][CH2:29][CH2:30][O:31][C:32]1[CH:44]=[CH:43][C:35]([CH2:36][C:37]2[CH:38]=[C:39]([NH2:42])[NH:40][N:41]=2)=[CH:34][CH:33]=1.NC1C=CNN=1, predict the reaction product. The product is: [CH3:45][N:27]([CH3:26])[CH2:28][CH2:29][CH2:30][O:31][C:32]1[CH:44]=[CH:43][C:35]([CH2:36][C:37]2[CH:38]=[C:39]([NH:42][CH:2]=[C:3]3[C:11]4[C:6](=[CH:7][CH:8]=[CH:9][CH:10]=4)[NH:5][C:4]3=[O:13])[NH:40][N:41]=2)=[CH:34][CH:33]=1. (3) Given the reactants [Br:1][C:2]1[CH:3]=[C:4]([CH:12]([OH:14])[CH3:13])[CH:5]=[C:6]([C:8]([CH3:11])([CH3:10])[CH3:9])[CH:7]=1.[Cr](Cl)([O-])(=O)=O.[NH+]1C=CC=CC=1.[OH-].[Na+], predict the reaction product. The product is: [Br:1][C:2]1[CH:3]=[C:4]([C:12](=[O:14])[CH3:13])[CH:5]=[C:6]([C:8]([CH3:9])([CH3:11])[CH3:10])[CH:7]=1. (4) Given the reactants [N:1]1([CH2:7][C:8]2[CH:13]=[CH:12][C:11]([N:14]3[CH2:19][CH2:18][C:17](=O)[CH2:16][CH2:15]3)=[CH:10][CH:9]=2)[CH2:6][CH2:5][O:4][CH2:3][CH2:2]1.[CH3:21][NH:22][CH2:23][CH3:24], predict the reaction product. The product is: [CH2:23]([N:22]([CH3:21])[CH:17]1[CH2:18][CH2:19][N:14]([C:11]2[CH:12]=[CH:13][C:8]([CH2:7][N:1]3[CH2:6][CH2:5][O:4][CH2:3][CH2:2]3)=[CH:9][CH:10]=2)[CH2:15][CH2:16]1)[CH3:24].